This data is from Reaction yield outcomes from USPTO patents with 853,638 reactions. The task is: Predict the reaction yield, written as a fraction of the theoretical maximum amount of product (1.0 means a 100% yield; for example, 0.34 means a 34% yield). (1) The reactants are [CH3:1][O:2][C:3]([C:5]1[S:6][C:7]([C:11]#[C:12][C:13]([CH3:16])([CH3:15])[CH3:14])=[CH:8][C:9]=1[NH2:10])=[O:4].N1C=CC=CC=1.[Cl:23][C:24]1[CH:32]=[C:31]([Cl:33])[CH:30]=[CH:29][C:25]=1[C:26](Cl)=[O:27].C(=O)(O)[O-].[Na+]. The catalyst is C1(C)C=CC=CC=1. The product is [CH3:1][O:2][C:3]([C:5]1[S:6][C:7]([C:11]#[C:12][C:13]([CH3:16])([CH3:15])[CH3:14])=[CH:8][C:9]=1[NH:10][C:26](=[O:27])[C:25]1[CH:29]=[CH:30][C:31]([Cl:33])=[CH:32][C:24]=1[Cl:23])=[O:4]. The yield is 0.700. (2) The reactants are [NH2:1][C:2]1[CH:3]=[C:4]2[C:9](=[C:10]([Cl:12])[CH:11]=1)[N:8]=[CH:7][C:6]([C:13]#[N:14])=[C:5]2[NH:15][C:16]1[CH:21]=[CH:20][C:19]([F:22])=[C:18]([Cl:23])[CH:17]=1.[CH3:24][C:25]1[CH:26]=[CH:27][CH:28]=[C:29]([CH:32]=O)[N+:30]=1[O-:31].[BH3-]C#N.[Na+]. The catalyst is CCO. The product is [Cl:12][C:10]1[CH:11]=[C:2]([NH:1][CH2:24][C:25]2[CH:26]=[CH:27][CH:28]=[C:29]([CH3:32])[N+:30]=2[O-:31])[CH:3]=[C:4]2[C:9]=1[N:8]=[CH:7][C:6]([C:13]#[N:14])=[C:5]2[NH:15][C:16]1[CH:21]=[CH:20][C:19]([F:22])=[C:18]([Cl:23])[CH:17]=1. The yield is 0.0400. (3) The catalyst is CN1CCCC1=O. The yield is 0.0280. The product is [CH3:24][O:25][CH2:26][CH2:27][NH:28][C:2]1[N:23]=[CH:22][CH:21]=[CH:20][C:3]=1[C:4]([NH:6][CH2:7][C:8]1[S:9][C:10]([O:13][C:14]2[CH:19]=[CH:18][CH:17]=[CH:16][CH:15]=2)=[CH:11][CH:12]=1)=[O:5]. The reactants are Cl[C:2]1[N:23]=[CH:22][CH:21]=[CH:20][C:3]=1[C:4]([NH:6][CH2:7][C:8]1[S:9][C:10]([O:13][C:14]2[CH:19]=[CH:18][CH:17]=[CH:16][CH:15]=2)=[CH:11][CH:12]=1)=[O:5].[CH3:24][O:25][CH2:26][CH2:27][NH2:28].[H-].[Na+].[Cl-].[NH4+].FC(F)(F)C(O)=O. (4) The reactants are [CH3:1][O:2][C:3]1[CH:4]=[C:5]([C@H:11]([N:16]2[CH2:24][C:23]3[C:18](=[CH:19][CH:20]=[CH:21][CH:22]=3)[C:17]2=[O:25])[CH2:12][C:13](O)=[O:14])[CH:6]=[CH:7][C:8]=1[O:9][CH3:10].C1N=C[N:28](C(N2C=NC=C2)=O)C=1.N. The catalyst is C1COCC1. The product is [CH3:1][O:2][C:3]1[CH:4]=[C:5]([CH:11]([N:16]2[CH2:24][C:23]3[C:18](=[CH:19][CH:20]=[CH:21][CH:22]=3)[C:17]2=[O:25])[CH2:12][C:13]([NH2:28])=[O:14])[CH:6]=[CH:7][C:8]=1[O:9][CH3:10]. The yield is 0.920.